This data is from Full USPTO retrosynthesis dataset with 1.9M reactions from patents (1976-2016). The task is: Predict the reactants needed to synthesize the given product. (1) Given the product [CH:23]([N:15]1[C:16]2=[N:17][CH:18]=[N:19][C:20]([NH2:22])=[C:21]2[C:13]([C:5]2[CH:6]=[CH:7][CH:8]=[C:3]([O:2][CH3:1])[CH:4]=2)=[N:14]1)([CH3:25])[CH3:24], predict the reactants needed to synthesize it. The reactants are: [CH3:1][O:2][C:3]1[CH:4]=[C:5](B(O)O)[CH:6]=[CH:7][CH:8]=1.I[C:13]1[C:21]2[C:16](=[N:17][CH:18]=[N:19][C:20]=2[NH2:22])[N:15]([CH:23]([CH3:25])[CH3:24])[N:14]=1.C([O-])([O-])=O.[Na+].[Na+]. (2) Given the product [CH:31]([NH:27][CH:24]1[CH2:25][CH2:26][N:21]([C:18]2[CH:19]=[CH:20][C:15]([C:7]3[NH:6][C:5](=[O:34])[C:4]4[C:9](=[CH:10][C:11]([O:13][CH3:14])=[CH:12][C:3]=4[O:2][CH3:1])[N:8]=3)=[CH:16][CH:17]=2)[CH2:22][CH2:23]1)([CH3:33])[CH3:32], predict the reactants needed to synthesize it. The reactants are: [CH3:1][O:2][C:3]1[CH:12]=[C:11]([O:13][CH3:14])[CH:10]=[C:9]2[C:4]=1[C:5](=[O:34])[NH:6][C:7]([C:15]1[CH:20]=[CH:19][C:18]([N:21]3[CH2:26][CH2:25][CH:24]([N:27]([CH:31]([CH3:33])[CH3:32])C(=O)C)[CH2:23][CH2:22]3)=[CH:17][CH:16]=1)=[N:8]2.[OH-].[Na+]. (3) Given the product [CH3:32][N:33]([CH2:34][C:35]([N:29]1[CH2:30][CH2:31][CH:26]([C:18]2[N:19]3[C:24]([C:23]([NH2:25])=[N:22][CH:21]=[N:20]3)=[C:16]([C:11]3[CH:12]=[CH:13][C:14]4[C:9]([CH:10]=3)=[N:8][N:7]([C:1]3[CH:2]=[CH:3][CH:4]=[CH:5][CH:6]=3)[CH:15]=4)[CH:17]=2)[CH2:27][CH2:28]1)=[O:36])[CH3:38], predict the reactants needed to synthesize it. The reactants are: [C:1]1([N:7]2[CH:15]=[C:14]3[C:9]([CH:10]=[C:11]([C:16]4[CH:17]=[C:18]([CH:26]5[CH2:31][CH2:30][NH:29][CH2:28][CH2:27]5)[N:19]5[C:24]=4[C:23]([NH2:25])=[N:22][CH:21]=[N:20]5)[CH:12]=[CH:13]3)=[N:8]2)[CH:6]=[CH:5][CH:4]=[CH:3][CH:2]=1.[CH3:32][N:33]([CH3:38])[CH2:34][C:35](O)=[O:36].CCN=C=NCCCN(C)C.Cl.C1C=CC2N(O)N=NC=2C=1.C(N(CC)C(C)C)(C)C. (4) Given the product [C:29]1([CH:26]([C:20]2[CH:21]=[CH:22][CH:23]=[CH:24][CH:25]=2)[CH2:27][NH:28][C:10](=[O:12])[CH:9]([NH:8][CH2:6][C:36]2[CH:37]=[CH:38][CH:39]=[CH:40][N:35]=2)[CH2:13][C:14]2[CH:15]=[CH:16][CH:17]=[CH:18][CH:19]=2)[CH:30]=[CH:31][CH:32]=[CH:33][CH:34]=1, predict the reactants needed to synthesize it. The reactants are: C(O[C:6]([NH:8][CH:9]([CH2:13][C:14]1[CH:19]=[CH:18][CH:17]=[CH:16][CH:15]=1)[C:10]([OH:12])=O)=O)(C)(C)C.[C:20]1([CH:26]([C:29]2[CH:34]=[CH:33][CH:32]=[CH:31][CH:30]=2)[CH2:27][NH2:28])[CH:25]=[CH:24][CH:23]=[CH:22][CH:21]=1.[N:35]1[CH:40]=[CH:39][CH:38]=[CH:37][C:36]=1C=O. (5) The reactants are: [Br:1][C:2]1[CH:3]=[CH:4][C:5]([F:16])=[C:6]([C@:8]2([CH3:15])[CH2:13][O:12][CH2:11][C:10]([NH2:14])=[N:9]2)[CH:7]=1.[CH3:17][O:18][C:19]1[CH:24]=[CH:23][C:22]([C:25](Cl)([C:32]2[CH:37]=[CH:36][C:35]([O:38][CH3:39])=[CH:34][CH:33]=2)[C:26]2[CH:31]=[CH:30][CH:29]=[CH:28][CH:27]=2)=[CH:21][CH:20]=1. Given the product [CH3:39][O:38][C:35]1[CH:34]=[CH:33][C:32]([C:25]([NH:14][C:10]2[CH2:11][O:12][CH2:13][C@:8]([C:6]3[CH:7]=[C:2]([Br:1])[CH:3]=[CH:4][C:5]=3[F:16])([CH3:15])[N:9]=2)([C:22]2[CH:21]=[CH:20][C:19]([O:18][CH3:17])=[CH:24][CH:23]=2)[C:26]2[CH:31]=[CH:30][CH:29]=[CH:28][CH:27]=2)=[CH:37][CH:36]=1, predict the reactants needed to synthesize it. (6) The reactants are: COC1C=CC(C[N:8]2[CH:12]=[C:11]([C:13]3[N:14]=[C:15]([NH:18][C:19]4[CH:24]=[CH:23][CH:22]=[CH:21][N:20]=4)[S:16][CH:17]=3)[C:10]([C:25]#[N:26])=[N:9]2)=CC=1. Given the product [N:20]1[CH:21]=[CH:22][CH:23]=[CH:24][C:19]=1[NH:18][C:15]1[S:16][CH:17]=[C:13]([C:11]2[CH:12]=[N:8][NH:9][C:10]=2[C:25]#[N:26])[N:14]=1, predict the reactants needed to synthesize it. (7) Given the product [CH3:3][N:4]1[C:8]([C:9]2[CH:10]=[C:11]([CH:12]=[CH:13][C:14]=2[O:15][CH2:16][C:17]([CH3:22])([N+:19]([O-:21])=[O:20])[CH3:18])[NH2:23])=[CH:7][CH:6]=[N:5]1, predict the reactants needed to synthesize it. The reactants are: [OH-].[Na+].[CH3:3][N:4]1[C:8]([C:9]2[CH:10]=[C:11]([NH:23]C(=O)C)[CH:12]=[CH:13][C:14]=2[O:15][CH2:16][C:17]([CH3:22])([N+:19]([O-:21])=[O:20])[CH3:18])=[CH:7][CH:6]=[N:5]1. (8) Given the product [Br:24][C:17]1[CH:18]=[CH:19][C:20]2[C:21]3[C:13](=[CH:12][C:11]([C:23]4[CH:22]=[CH:3][CH:2]=[CH:1][CH:6]=4)=[CH:32][CH:35]=3)[C:14](=[O:27])[C:15]=2[CH:16]=1, predict the reactants needed to synthesize it. The reactants are: [C:1]1(B(O)O)[CH:6]=CC=[CH:3][CH:2]=1.Br[C:11]1[C:12](=O)[C:13]2[C:21](=[CH:22][CH:23]=1)[C:20]1[C:15](=[CH:16][C:17]([Br:24])=[CH:18][CH:19]=1)[CH:14]=2.C(=O)([O-])[O-:27].[Na+].[Na+].[CH2:32]([CH2:35]OC)OC.